From a dataset of Catalyst prediction with 721,799 reactions and 888 catalyst types from USPTO. Predict which catalyst facilitates the given reaction. (1) Reactant: C([O:5][C:6](=[O:34])[C@@H:7]([NH:26]C(OC(C)(C)C)=O)[CH2:8][CH2:9][CH:10]([CH2:18][C:19]1[CH:24]=[CH:23][C:22]([OH:25])=[CH:21][CH:20]=1)[C:11]([O:13]C(C)(C)C)=[O:12])(C)(C)C. Product: [NH2:26][C@@H:7]([CH2:8][CH2:9][CH:10]([CH2:18][C:19]1[CH:20]=[CH:21][C:22]([OH:25])=[CH:23][CH:24]=1)[C:11]([OH:13])=[O:12])[C:6]([OH:34])=[O:5]. The catalyst class is: 106. (2) Reactant: [OH:1][C:2]1[CH:7]=[CH:6][CH:5]=[CH:4][C:3]=1[C:8]1[O:12][N:11]=[C:10]([C:13]([O:15][CH2:16][CH3:17])=[O:14])[CH:9]=1.[C:18]1(P(C2C=CC=CC=2)C2C=CC=CC=2)[CH:23]=CC=C[CH:19]=1.CC(O)C.CCOC(/N=N/C(OCC)=O)=O. Product: [CH:18]([O:1][C:2]1[CH:7]=[CH:6][CH:5]=[CH:4][C:3]=1[C:8]1[O:12][N:11]=[C:10]([C:13]([O:15][CH2:16][CH3:17])=[O:14])[CH:9]=1)([CH3:23])[CH3:19]. The catalyst class is: 1.